This data is from TCR-epitope binding with 47,182 pairs between 192 epitopes and 23,139 TCRs. The task is: Binary Classification. Given a T-cell receptor sequence (or CDR3 region) and an epitope sequence, predict whether binding occurs between them. (1) The epitope is HPVGEADYFEY. The TCR CDR3 sequence is CASTSRVGEAFF. Result: 1 (the TCR binds to the epitope). (2) The epitope is RAKFKQLL. The TCR CDR3 sequence is CSARQGTTGELFF. Result: 1 (the TCR binds to the epitope). (3) The epitope is YIFFASFYY. The TCR CDR3 sequence is CASSPGAGTRDEQFF. Result: 1 (the TCR binds to the epitope). (4) The epitope is NLVPMVATV. The TCR CDR3 sequence is CARSLAPGATNEKLFF. Result: 1 (the TCR binds to the epitope). (5) The epitope is NEGVKAAW. The TCR CDR3 sequence is CASSRWEIAGGTSTDTQYF. Result: 0 (the TCR does not bind to the epitope). (6) The epitope is TLIGDCATV. The TCR CDR3 sequence is CATSRPSSRSYEQYF. Result: 1 (the TCR binds to the epitope). (7) The epitope is SLVKPSFYV. The TCR CDR3 sequence is CASSLGFTDTQYF. Result: 0 (the TCR does not bind to the epitope). (8) The epitope is FLKEKGGL. The TCR CDR3 sequence is CATLRLKTPYRGTARIFMNTEAFF. Result: 0 (the TCR does not bind to the epitope). (9) The epitope is FLYNLLTRV. The TCR CDR3 sequence is CASSPTGAGYEQYF. Result: 1 (the TCR binds to the epitope). (10) The epitope is PROT_97E67BCC. The TCR CDR3 sequence is CASSPTTSGRGEQYF. Result: 1 (the TCR binds to the epitope).